From a dataset of NCI-60 drug combinations with 297,098 pairs across 59 cell lines. Regression. Given two drug SMILES strings and cell line genomic features, predict the synergy score measuring deviation from expected non-interaction effect. (1) Drug 1: CC1=CC2C(CCC3(C2CCC3(C(=O)C)OC(=O)C)C)C4(C1=CC(=O)CC4)C. Drug 2: CCC1(CC2CC(C3=C(CCN(C2)C1)C4=CC=CC=C4N3)(C5=C(C=C6C(=C5)C78CCN9C7C(C=CC9)(C(C(C8N6C=O)(C(=O)OC)O)OC(=O)C)CC)OC)C(=O)OC)O.OS(=O)(=O)O. Cell line: HOP-92. Synergy scores: CSS=2.54, Synergy_ZIP=-0.157, Synergy_Bliss=-2.41, Synergy_Loewe=-101, Synergy_HSA=-6.63. (2) Drug 1: CCN(CC)CCNC(=O)C1=C(NC(=C1C)C=C2C3=C(C=CC(=C3)F)NC2=O)C. Drug 2: C1C(C(OC1N2C=NC(=NC2=O)N)CO)O. Cell line: PC-3. Synergy scores: CSS=22.5, Synergy_ZIP=0.450, Synergy_Bliss=-0.306, Synergy_Loewe=11.9, Synergy_HSA=6.14.